Predict the reactants needed to synthesize the given product. From a dataset of Full USPTO retrosynthesis dataset with 1.9M reactions from patents (1976-2016). (1) The reactants are: [C:1]([C:3]1[CH:4]=[C:5]([CH:13]([CH2:17][CH:18]2[CH2:22][CH2:21][CH2:20][CH2:19]2)[C:14](O)=[O:15])[CH:6]=[CH:7][C:8]=1[S:9]([CH3:12])(=[O:11])=[O:10])#[N:2].C(Cl)(=O)C(Cl)=O.[NH2:29][C:30]1[CH:35]=[CH:34][N:33]=[CH:32][N:31]=1.C(N(CC)CC)C.Cl. Given the product [C:1]([C:3]1[CH:4]=[C:5]([CH:13]([CH2:17][CH:18]2[CH2:19][CH2:20][CH2:21][CH2:22]2)[C:14]([NH:29][C:30]2[CH:35]=[CH:34][N:33]=[CH:32][N:31]=2)=[O:15])[CH:6]=[CH:7][C:8]=1[S:9]([CH3:12])(=[O:10])=[O:11])#[N:2], predict the reactants needed to synthesize it. (2) Given the product [OH:2][C:3]1[CH:10]=[C:9]([CH3:11])[C:8]([O:12][CH3:13])=[CH:7][C:4]=1[CH:5]=[O:6], predict the reactants needed to synthesize it. The reactants are: C[O:2][C:3]1[CH:10]=[C:9]([CH3:11])[C:8]([O:12][CH3:13])=[CH:7][C:4]=1[CH:5]=[O:6].[I-].[Na+].[Al+3].[Cl-].[Cl-].[Cl-]. (3) The reactants are: C(=O)([O-])[O-].[Cs+].[Cs+].[C:7]([O:11][C:12]([N:14]1[CH2:19][CH2:18][CH:17]([C:20]([C:23]2[S:24][C:25]([CH2:29][O:30][CH3:31])=[CH:26][C:27]=2Br)=[N:21][OH:22])[CH2:16][CH2:15]1)=[O:13])([CH3:10])([CH3:9])[CH3:8]. Given the product [C:7]([O:11][C:12]([N:14]1[CH2:19][CH2:18][CH:17]([C:20]2[C:23]3[S:24][C:25]([CH2:29][O:30][CH3:31])=[CH:26][C:27]=3[O:22][N:21]=2)[CH2:16][CH2:15]1)=[O:13])([CH3:10])([CH3:9])[CH3:8], predict the reactants needed to synthesize it. (4) Given the product [F:16][CH2:17][C@@H:18]([O:19][CH2:22][C:23]([O:25][C:26]([CH3:29])([CH3:28])[CH3:27])=[O:24])[CH:20]=[CH2:6], predict the reactants needed to synthesize it. The reactants are: [I-].C[S+](C)C.[CH3:6][Si](C)(C)[N-][Si](C)(C)C.[Li+].[F:16][CH2:17][C@@H:18]1[CH2:20][O:19]1.Br[CH2:22][C:23]([O:25][C:26]([CH3:29])([CH3:28])[CH3:27])=[O:24].